Dataset: Forward reaction prediction with 1.9M reactions from USPTO patents (1976-2016). Task: Predict the product of the given reaction. (1) Given the reactants Cl.[CH3:2][O:3][C:4]1[CH:5]=[C:6](/[CH:16]=[CH:17]/[C:18](=[NH:22])OCC)[CH:7]=[CH:8][C:9]=1[N:10]1[CH:14]=[C:13]([CH3:15])[N:12]=[CH:11]1.C(N(CC)CC)C.Cl.Cl[CH2:32][CH2:33][CH2:34][CH:35]([C:40]1[CH:45]=[CH:44][C:43]([N:46]([CH3:48])[CH3:47])=[CH:42][CH:41]=1)[C:36]([NH:38][NH2:39])=O, predict the reaction product. The product is: [CH3:2][O:3][C:4]1[CH:5]=[C:6](/[CH:16]=[CH:17]/[C:18]2[N:22]=[C:36]3[CH:35]([C:40]4[CH:45]=[CH:44][C:43]([N:46]([CH3:48])[CH3:47])=[CH:42][CH:41]=4)[CH2:34][CH2:33][CH2:32][N:38]3[N:39]=2)[CH:7]=[CH:8][C:9]=1[N:10]1[CH:14]=[C:13]([CH3:15])[N:12]=[CH:11]1. (2) Given the reactants [CH3:1][C:2]1([C:17]2[CH:22]=[CH:21][C:20]([O:23][CH2:24][C:25]3[C:34]4[C:29](=[CH:30][CH:31]=[CH:32][CH:33]=4)[N:28]=[C:27]([CH3:35])[CH:26]=3)=[CH:19][CH:18]=2)[CH2:6][CH2:5][N:4]([CH2:7][C:8](=O)[C:9]2[CH:14]=[CH:13][CH:12]=[CH:11][CH:10]=2)[C:3]1=[O:16].[C:36](=[O:39])([O-])[O-].[NH4+:40].[NH4+:41].[C-]#N.[K+].C[CH2:46][OH:47], predict the reaction product. The product is: [CH3:1][C:2]1([C:17]2[CH:18]=[CH:19][C:20]([O:23][CH2:24][C:25]3[C:34]4[C:29](=[CH:30][CH:31]=[CH:32][CH:33]=4)[N:28]=[C:27]([CH3:35])[CH:26]=3)=[CH:21][CH:22]=2)[CH2:6][CH2:5][N:4]([CH2:7][C:8]2([C:9]3[CH:14]=[CH:13][CH:12]=[CH:11][CH:10]=3)[NH:41][C:46](=[O:47])[NH:40][C:36]2=[O:39])[C:3]1=[O:16]. (3) Given the reactants [NH2:1][C:2]1[C:3]([C:12]([NH:14][C@@H:15]([CH:20]2[CH2:25][CH2:24][CH2:23][CH2:22][CH2:21]2)[C:16]([O:18][CH3:19])=[O:17])=[O:13])=[N:4][C:5]2[C:10]([CH:11]=1)=[CH:9][CH:8]=[CH:7][CH:6]=2.[CH3:26][C:27]1[CH:32]=[C:31]([CH3:33])[CH:30]=[C:29]([CH3:34])[C:28]=1[N:35]=[C:36]=[O:37], predict the reaction product. The product is: [CH:20]1([C@H:15]([NH:14][C:12]([C:3]2[C:2]([NH:1][C:36]([NH:35][C:28]3[C:27]([CH3:26])=[CH:32][C:31]([CH3:33])=[CH:30][C:29]=3[CH3:34])=[O:37])=[CH:11][C:10]3[C:5](=[CH:6][CH:7]=[CH:8][CH:9]=3)[N:4]=2)=[O:13])[C:16]([O:18][CH3:19])=[O:17])[CH2:25][CH2:24][CH2:23][CH2:22][CH2:21]1. (4) Given the reactants [F:1][C:2]([F:11])([F:10])[CH2:3][CH2:4][CH:5]([C:8]#[N:9])[C:6]#[N:7].[Br:12][CH2:13]Br.C(=O)([O-])[O-].[K+].[K+].CS(C)=O, predict the reaction product. The product is: [Br:12][CH2:13][C:5]([CH2:4][CH2:3][C:2]([F:10])([F:11])[F:1])([C:8]#[N:9])[C:6]#[N:7]. (5) Given the reactants Cl[C:2]1[C:3]2[N:10]([CH2:11][CH2:12][NH:13][C:14](=[O:20])OC(C)(C)C)[CH:9]=[CH:8][C:4]=2[N:5]=[CH:6][N:7]=1.[Cl:21][C:22]1[CH:23]=[C:24]([CH:26]=[CH:27][C:28]=1[O:29][C:30]1[C:39]2[C:34](=[CH:35][CH:36]=[CH:37][CH:38]=2)[CH:33]=[CH:32][CH:31]=1)[NH2:25].Cl.N1C=CC=C[CH:42]=1.Cl.C(OCC)(=O)C.ON1C2C=CC=CC=2N=N1.Cl.C(N=C=NCCCN(C)C)C.O.[S:77](C1C=CC(C)=CC=1)([OH:80])(=[O:79])=[O:78], predict the reaction product. The product is: [S:77]([C:31]1[CH:32]=[CH:33][C:34]([CH3:35])=[CH:39][CH:30]=1)([OH:80])(=[O:79])=[O:78].[Cl:21][C:22]1[CH:23]=[C:24]([NH:25][C:2]2[C:3]3[N:10]([CH2:11][CH2:12][NH:13][C:14](=[O:20])[CH3:42])[CH:9]=[CH:8][C:4]=3[N:5]=[CH:6][N:7]=2)[CH:26]=[CH:27][C:28]=1[O:29][C:30]1[C:39]2[C:34](=[CH:35][CH:36]=[CH:37][CH:38]=2)[CH:33]=[CH:32][CH:31]=1. (6) Given the reactants [OH:1][CH2:2][C:3]1[N:4]=[C:5]([C:16](=[O:18])[CH3:17])[N:6]([CH2:8][O:9][CH2:10][CH2:11][Si:12]([CH3:15])([CH3:14])[CH3:13])[CH:7]=1.[N:19]1([C:25](Cl)=[O:26])[CH2:24][CH2:23][CH2:22][CH2:21][CH2:20]1, predict the reaction product. The product is: [C:16]([C:5]1[N:6]([CH2:8][O:9][CH2:10][CH2:11][Si:12]([CH3:14])([CH3:13])[CH3:15])[CH:7]=[C:3]([CH2:2][O:1][C:25]([N:19]2[CH2:24][CH2:23][CH2:22][CH2:21][CH2:20]2)=[O:26])[N:4]=1)(=[O:18])[CH3:17]. (7) Given the reactants CC(O[C:5]([CH3:7])=[O:6])=O.[NH2:8][C:9]1[CH:14]=[C:13]([C:15]2[N:16]=[C:17]([NH:20][C:21]3[CH:26]=[CH:25][CH:24]=[C:23]([CH3:27])[CH:22]=3)[S:18][CH:19]=2)[CH:12]=[CH:11][N:10]=1, predict the reaction product. The product is: [CH3:27][C:23]1[CH:22]=[C:21]([NH:20][C:17]2[S:18][CH:19]=[C:15]([C:13]3[CH:12]=[CH:11][N:10]=[C:9]([NH:8][C:5](=[O:6])[CH3:7])[CH:14]=3)[N:16]=2)[CH:26]=[CH:25][CH:24]=1.